This data is from Full USPTO retrosynthesis dataset with 1.9M reactions from patents (1976-2016). The task is: Predict the reactants needed to synthesize the given product. (1) Given the product [NH:1]([C:18]([O:20][C:21]([CH3:24])([CH3:23])[CH3:22])=[O:19])[C@@H:2]([C:8]([O:10][CH2:11][C:12]1[CH:17]=[CH:16][CH:15]=[CH:14][CH:13]=1)=[O:9])[CH2:3][CH2:4][C:5]([N:25]1[CH2:30][CH2:29][O:28][CH2:27][CH2:26]1)=[O:7], predict the reactants needed to synthesize it. The reactants are: [NH:1]([C:18]([O:20][C:21]([CH3:24])([CH3:23])[CH3:22])=[O:19])[C@@H:2]([C:8]([O:10][CH2:11][C:12]1[CH:17]=[CH:16][CH:15]=[CH:14][CH:13]=1)=[O:9])[CH2:3][CH2:4][C:5](=[O:7])O.[NH:25]1[CH2:30][CH2:29][O:28][CH2:27][CH2:26]1.CN(C(ON1N=NC2C=CC=CC1=2)=[N+](C)C)C.F[P-](F)(F)(F)(F)F.CCN(C(C)C)C(C)C. (2) Given the product [Br:11][C:12]1[CH:20]=[C:19]2[C:15]([CH2:16][CH2:17][C:18]2([C:6]2[CH:7]=[CH:8][C:3]([O:2][CH3:1])=[CH:4][CH:5]=2)[OH:21])=[CH:14][CH:13]=1, predict the reactants needed to synthesize it. The reactants are: [CH3:1][O:2][C:3]1[CH:8]=[CH:7][C:6]([Mg]Br)=[CH:5][CH:4]=1.[Br:11][C:12]1[CH:20]=[C:19]2[C:15]([CH2:16][CH2:17][C:18]2=[O:21])=[CH:14][CH:13]=1.[Cl-].[NH4+]. (3) Given the product [CH:32]([NH:35][CH2:2][CH2:3][O:4][C:5]1[CH:6]=[CH:7][C:8]([C:17]2[NH:26][C:25](=[O:27])[C:24]3[C:19](=[CH:20][C:21]([O:30][CH3:31])=[CH:22][C:23]=3[O:28][CH3:29])[N:18]=2)=[N:9][C:10]=1[C:11]1[CH:16]=[CH:15][CH:14]=[CH:13][CH:12]=1)([CH3:34])[CH3:33], predict the reactants needed to synthesize it. The reactants are: Br[CH2:2][CH2:3][O:4][C:5]1[CH:6]=[CH:7][C:8]([C:17]2[NH:26][C:25](=[O:27])[C:24]3[C:19](=[CH:20][C:21]([O:30][CH3:31])=[CH:22][C:23]=3[O:28][CH3:29])[N:18]=2)=[N:9][C:10]=1[C:11]1[CH:16]=[CH:15][CH:14]=[CH:13][CH:12]=1.[CH:32]([NH2:35])([CH3:34])[CH3:33]. (4) Given the product [C:1]([O:4][CH:5]1[C:14]2[C:9](=[N:10][C:11]([C:21]3[CH:26]=[CH:25][CH:24]=[CH:23][CH:22]=3)=[C:12]([C:15]3[CH:20]=[CH:19][CH:18]=[CH:17][CH:16]=3)[N:13]=2)[NH:8][CH2:7][CH2:6]1)(=[O:3])[CH3:2], predict the reactants needed to synthesize it. The reactants are: [C:1]([O:4][CH:5]1[C:14]2[C:9](=[N:10][C:11]([C:21]3[CH:26]=[CH:25][CH:24]=[CH:23][CH:22]=3)=[C:12]([C:15]3[CH:20]=[CH:19][CH:18]=[CH:17][CH:16]=3)[N:13]=2)[N:8](C(OC(C)(C)C)=O)[CH2:7][CH2:6]1)(=[O:3])[CH3:2].O1CCOCC1. (5) Given the product [NH2:24][CH2:23][CH2:22][C:19]1[CH:20]=[CH:21][C:16]([S:13]([C:11]2[CH:10]=[CH:9][C:3]([C:4]([O:6][CH2:7][CH3:8])=[O:5])=[C:2]([Cl:1])[CH:12]=2)(=[O:15])=[O:14])=[CH:17][CH:18]=1, predict the reactants needed to synthesize it. The reactants are: [Cl:1][C:2]1[CH:12]=[C:11]([S:13]([C:16]2[CH:21]=[CH:20][C:19]([CH2:22][CH2:23][NH:24]C(=O)C(F)(F)F)=[CH:18][CH:17]=2)(=[O:15])=[O:14])[CH:10]=[CH:9][C:3]=1[C:4]([O:6][CH2:7][CH3:8])=[O:5].[OH-].[Na+].Cl. (6) Given the product [CH2:1]([O:3][C:4](=[O:32])[C:5]([CH2:17][O:18][C:19](=[O:31])[CH2:20][C:21]1[CH:26]=[CH:25][C:24]([NH2:27])=[C:23]([CH3:30])[CH:22]=1)([C:11]1[CH:16]=[CH:15][CH:14]=[CH:13][CH:12]=1)[C:6]([O:8][CH2:9][CH3:10])=[O:7])[CH3:2], predict the reactants needed to synthesize it. The reactants are: [CH2:1]([O:3][C:4](=[O:32])[C:5]([CH2:17][O:18][C:19](=[O:31])[CH2:20][C:21]1[CH:26]=[CH:25][C:24]([N+:27]([O-])=O)=[C:23]([CH3:30])[CH:22]=1)([C:11]1[CH:16]=[CH:15][CH:14]=[CH:13][CH:12]=1)[C:6]([O:8][CH2:9][CH3:10])=[O:7])[CH3:2]. (7) Given the product [F:1][C:2]1[C:7]([CH2:8][OH:9])=[C:6]([C:10]2[CH:11]=[C:12]3[C:16](=[CH:17][CH:18]=2)[C:15](=[O:19])[O:14][CH2:13]3)[CH:5]=[N:4][CH:3]=1, predict the reactants needed to synthesize it. The reactants are: [F:1][C:2]1[CH:3]=[N:4][CH:5]=[C:6]([C:10]2[CH:11]=[C:12]3[C:16](=[CH:17][CH:18]=2)[C:15](=[O:19])[O:14][CH2:13]3)[C:7]=1[CH:8]=[O:9].[BH4-].[Na+].